This data is from Full USPTO retrosynthesis dataset with 1.9M reactions from patents (1976-2016). The task is: Predict the reactants needed to synthesize the given product. (1) Given the product [Cl:29][C:30]1[CH:35]=[CH:34][CH:33]=[C:32]([Cl:36])[C:31]=1[C:37]1[NH:38][C:39]2[CH:45]=[C:44]([C:46]3[O:47][C:53]([N:52]4[CH2:55][CH2:56][CH2:50][CH2:51]4)=[N:49][N:48]=3)[CH:43]=[CH:42][C:40]=2[N:41]=1, predict the reactants needed to synthesize it. The reactants are: C(Cl)(Cl)=O.C1(C)C=CC=CC=1.N1CCCC1.CCOP(O)N(C(C)C)C(C)C.[Cl:29][C:30]1[CH:35]=[CH:34][CH:33]=[C:32]([Cl:36])[C:31]=1[C:37]1[NH:38][C:39]2[CH:45]=[C:44]([C:46]([NH:48][NH2:49])=[O:47])[CH:43]=[CH:42][C:40]=2[N:41]=1.[CH3:50][CH2:51][N+:52](S(N=C(OC)[O-])(=O)=O)([CH2:55][CH3:56])[CH2:53]C. (2) Given the product [CH3:14][C:2]1([CH3:1])[O:6][C@H:5]2[O:7][C@H:8]([C@@H:10]([O:13][C:15](=[O:17])[CH3:16])[CH2:11][CH3:12])[CH2:9][C@H:4]2[O:3]1, predict the reactants needed to synthesize it. The reactants are: [CH3:1][C:2]1([CH3:14])[O:6][C@H:5]2[O:7][C@H:8]([C@@H:10]([OH:13])[CH2:11][CH3:12])[CH2:9][C@H:4]2[O:3]1.[C:15](OC(=O)C)(=[O:17])[CH3:16]. (3) The reactants are: [CH2:1]([N:8]([CH2:31][C:32]1[CH:37]=[CH:36][CH:35]=[CH:34][CH:33]=1)[CH:9]1[CH2:15][O:14][C:13]2[N:16]=[CH:17][C:18](Br)=[CH:19][C:12]=2[N:11]([S:21]([C:24]2[CH:25]=[C:26]([CH3:30])[CH:27]=[CH:28][CH:29]=2)(=[O:23])=[O:22])[CH2:10]1)[C:2]1[CH:7]=[CH:6][CH:5]=[CH:4][CH:3]=1.CC1(C)C2C(=C(P(C3C=CC=CC=3)C3C=CC=CC=3)C=CC=2)OC2C(P(C3C=CC=CC=3)C3C=CC=CC=3)=CC=CC1=2.CC(C)([O-])C.[Na+].C(=[NH:99])(C1C=CC=CC=1)C1C=CC=CC=1. Given the product [CH2:1]([N:8]([CH2:31][C:32]1[CH:37]=[CH:36][CH:35]=[CH:34][CH:33]=1)[CH:9]1[CH2:15][O:14][C:13]2[N:16]=[CH:17][C:18]([NH2:99])=[CH:19][C:12]=2[N:11]([S:21]([C:24]2[CH:25]=[C:26]([CH3:30])[CH:27]=[CH:28][CH:29]=2)(=[O:23])=[O:22])[CH2:10]1)[C:2]1[CH:7]=[CH:6][CH:5]=[CH:4][CH:3]=1, predict the reactants needed to synthesize it. (4) Given the product [Br:27][C:10]1[C:11]([O:16][C:17]2[CH:22]=[CH:21][C:20]([O:23][CH2:36][C:37]3[CH:41]=[C:40]([CH3:42])[O:39][N:38]=3)=[C:19]([CH:24]([CH3:25])[CH3:26])[CH:18]=2)=[C:12]([Br:15])[CH:13]=[C:14]2[C:9]=1[CH2:8][CH2:7][CH:6]2[CH2:5][C:4]([OH:3])=[O:28], predict the reactants needed to synthesize it. The reactants are: C([O:3][C:4](=[O:28])[CH2:5][CH:6]1[C:14]2[C:9](=[C:10]([Br:27])[C:11]([O:16][C:17]3[CH:22]=[CH:21][C:20]([OH:23])=[C:19]([CH:24]([CH3:26])[CH3:25])[CH:18]=3)=[C:12]([Br:15])[CH:13]=2)[CH2:8][CH2:7]1)C.C(=O)([O-])[O-].[K+].[K+].Cl[CH2:36][C:37]1[CH:41]=[C:40]([CH3:42])[O:39][N:38]=1.[I-].[K+]. (5) Given the product [CH2:25]([C:23]1[C:22]([O:29][CH2:30][O:31][CH3:32])=[CH:21][C:20]([O:33][CH2:34][O:35][CH3:36])=[C:19]([C:18]2[N:14]([C:11]3[CH:12]=[CH:13][C:8]([CH2:7][N:1]4[CH2:6][CH2:5][O:4][CH2:3][CH2:2]4)=[CH:9][CH:10]=3)[C:15](=[S:38])[NH:16][N:17]=2)[CH:24]=1)[C:26]#[C:27][CH3:28], predict the reactants needed to synthesize it. The reactants are: [N:1]1([CH2:7][C:8]2[CH:13]=[CH:12][C:11]([NH:14][C:15](=[S:38])[NH:16][NH:17][C:18](=O)[C:19]3[CH:24]=[C:23]([CH2:25][C:26]#[C:27][CH3:28])[C:22]([O:29][CH2:30][O:31][CH3:32])=[CH:21][C:20]=3[O:33][CH2:34][O:35][CH3:36])=[CH:10][CH:9]=2)[CH2:6][CH2:5][O:4][CH2:3][CH2:2]1.[OH-].[Na+]. (6) The reactants are: Cl[C:2]1[CH:52]=[CH:51][C:5]([C:6]([NH:8]C2N(CC3CCCN3C(=O)C(C#N)=CC(OCC)(C)C)C3C=CC(CN([C@H](C(C)(C)C)C)C(=O)OC(C)(C)C)=CC=3N=2)=[O:7])=[CH:4][CH:3]=1.C(O)(C(F)(F)F)=O. Given the product [C:6]([NH2:8])(=[O:7])[C:5]1[CH:51]=[CH:52][CH:2]=[CH:3][CH:4]=1, predict the reactants needed to synthesize it.